Dataset: NCI-60 drug combinations with 297,098 pairs across 59 cell lines. Task: Regression. Given two drug SMILES strings and cell line genomic features, predict the synergy score measuring deviation from expected non-interaction effect. (1) Drug 1: CC1=C(C=C(C=C1)NC(=O)C2=CC=C(C=C2)CN3CCN(CC3)C)NC4=NC=CC(=N4)C5=CN=CC=C5. Drug 2: CC1CCC2CC(C(=CC=CC=CC(CC(C(=O)C(C(C(=CC(C(=O)CC(OC(=O)C3CCCCN3C(=O)C(=O)C1(O2)O)C(C)CC4CCC(C(C4)OC)OCCO)C)C)O)OC)C)C)C)OC. Cell line: SNB-19. Synergy scores: CSS=-6.22, Synergy_ZIP=8.15, Synergy_Bliss=-2.86, Synergy_Loewe=-14.5, Synergy_HSA=-11.3. (2) Drug 1: COC1=C(C=C2C(=C1)N=CN=C2NC3=CC(=C(C=C3)F)Cl)OCCCN4CCOCC4. Drug 2: CCCCC(=O)OCC(=O)C1(CC(C2=C(C1)C(=C3C(=C2O)C(=O)C4=C(C3=O)C=CC=C4OC)O)OC5CC(C(C(O5)C)O)NC(=O)C(F)(F)F)O. Cell line: SK-MEL-5. Synergy scores: CSS=34.3, Synergy_ZIP=-3.71, Synergy_Bliss=-1.41, Synergy_Loewe=-1.31, Synergy_HSA=-1.58. (3) Drug 1: CC1=CC2C(CCC3(C2CCC3(C(=O)C)OC(=O)C)C)C4(C1=CC(=O)CC4)C. Drug 2: C1=C(C(=O)NC(=O)N1)F. Cell line: SNB-75. Synergy scores: CSS=23.1, Synergy_ZIP=6.54, Synergy_Bliss=7.69, Synergy_Loewe=-0.586, Synergy_HSA=2.98. (4) Drug 1: CN(C)N=NC1=C(NC=N1)C(=O)N. Drug 2: CN(CCCl)CCCl.Cl. Cell line: SF-268. Synergy scores: CSS=2.00, Synergy_ZIP=0.592, Synergy_Bliss=2.13, Synergy_Loewe=-12.4, Synergy_HSA=-3.47. (5) Cell line: SF-539. Drug 1: C1=NC2=C(N1)C(=S)N=C(N2)N. Drug 2: C1=CC(=CC=C1C#N)C(C2=CC=C(C=C2)C#N)N3C=NC=N3. Synergy scores: CSS=26.0, Synergy_ZIP=0.743, Synergy_Bliss=0.243, Synergy_Loewe=-6.63, Synergy_HSA=1.59. (6) Drug 1: CC1CCC2CC(C(=CC=CC=CC(CC(C(=O)C(C(C(=CC(C(=O)CC(OC(=O)C3CCCCN3C(=O)C(=O)C1(O2)O)C(C)CC4CCC(C(C4)OC)O)C)C)O)OC)C)C)C)OC. Drug 2: C1C(C(OC1N2C=NC(=NC2=O)N)CO)O. Cell line: MDA-MB-435. Synergy scores: CSS=17.6, Synergy_ZIP=-2.89, Synergy_Bliss=-0.234, Synergy_Loewe=-34.0, Synergy_HSA=-1.71. (7) Drug 1: C1=CC(=C2C(=C1NCCNCCO)C(=O)C3=C(C=CC(=C3C2=O)O)O)NCCNCCO. Drug 2: COC1=C2C(=CC3=C1OC=C3)C=CC(=O)O2. Cell line: OVCAR-8. Synergy scores: CSS=47.9, Synergy_ZIP=7.39, Synergy_Bliss=6.57, Synergy_Loewe=-25.4, Synergy_HSA=6.16.